From a dataset of Catalyst prediction with 721,799 reactions and 888 catalyst types from USPTO. Predict which catalyst facilitates the given reaction. Reactant: C[O:2][C:3](=[O:21])[C:4]1[CH:13]=[C:12]([NH:14][C:15]2[CH:20]=[CH:19][CH:18]=[CH:17][CH:16]=2)[C:7]([C:8]([O:10]C)=[O:9])=[CH:6][CH:5]=1.O.[OH-].[Li+]. Product: [C:15]1([NH:14][C:12]2[C:7]([C:8]([OH:10])=[O:9])=[CH:6][CH:5]=[C:4]([CH:13]=2)[C:3]([OH:21])=[O:2])[CH:16]=[CH:17][CH:18]=[CH:19][CH:20]=1. The catalyst class is: 200.